From a dataset of Full USPTO retrosynthesis dataset with 1.9M reactions from patents (1976-2016). Predict the reactants needed to synthesize the given product. (1) Given the product [CH3:24][N:25]1[C:26](=[O:57])[C:27]([NH:40][C:41]2[CH:46]=[CH:45][C:44]([N:47]3[CH2:52][CH2:51][N:50]([CH:53]4[CH2:56][O:55][CH2:54]4)[CH2:49][CH2:48]3)=[CH:43][N:42]=2)=[CH:28][C:29]([C:2]2[C:7]([CH:8]=[O:9])=[C:6]([N:10]3[CH2:22][CH2:21][C:20]4[N:19]5[C:14]([CH2:15][CH2:16][CH2:17][CH2:18]5)=[CH:13][C:12]=4[C:11]3=[O:23])[N:5]=[CH:4][CH:3]=2)=[CH:30]1, predict the reactants needed to synthesize it. The reactants are: Cl[C:2]1[C:7]([CH:8]=[O:9])=[C:6]([N:10]2[CH2:22][CH2:21][C:20]3[N:19]4[C:14]([CH2:15][CH2:16][CH2:17][CH2:18]4)=[CH:13][C:12]=3[C:11]2=[O:23])[N:5]=[CH:4][CH:3]=1.[CH3:24][N:25]1[CH:30]=[C:29](B2OC(C)(C)C(C)(C)O2)[CH:28]=[C:27]([NH:40][C:41]2[CH:46]=[CH:45][C:44]([N:47]3[CH2:52][CH2:51][N:50]([CH:53]4[CH2:56][O:55][CH2:54]4)[CH2:49][CH2:48]3)=[CH:43][N:42]=2)[C:26]1=[O:57].CC([O-])=O.[Na+].C(#N)C. (2) Given the product [CH3:22][O:20][C:19]([C:9]1[CH:8]=[C:7]([CH3:6])[C:12]2[N:13]=[C:14]([CH2:16][CH2:17][CH3:18])[NH:15][C:11]=2[CH:10]=1)=[O:21], predict the reactants needed to synthesize it. The reactants are: S(=O)(=O)(O)O.[CH3:6][C:7]1[C:12]2[N:13]=[C:14]([CH2:16][CH2:17][CH3:18])[NH:15][C:11]=2[CH:10]=[C:9]([C:19]([OH:21])=[O:20])[CH:8]=1.[CH3:22]O. (3) Given the product [CH:22]1([S:25]([NH:1][C:2]2[C:10]([F:11])=[C:6]([C:5]([F:12])=[CH:4][CH:3]=2)[C:7]([NH:9][C:10]2[CH:6]=[C:37]3[CH:34]=[CH:33][NH:32][C:35]3=[N:1][CH:2]=2)=[O:8])(=[O:27])=[O:26])[CH2:24][CH2:23]1, predict the reactants needed to synthesize it. The reactants are: [NH2:1][C:2]1[CH:3]=[C:4](C2C=C3N=CNC3=NC=2)[C:5]([F:12])=[C:6]([C:10]=1[F:11])[C:7]([NH2:9])=[O:8].[CH:22]1([S:25](Cl)(=[O:27])=[O:26])[CH2:24][CH2:23]1.C([N:32]([CH:35]([CH3:37])C)[CH2:33][CH3:34])(C)C. (4) Given the product [N:1]1[CH:6]=[CH:5][C:4]([CH2:7][CH2:8][CH2:9][O:10][S:18]([CH3:21])(=[O:20])=[O:19])=[CH:3][CH:2]=1, predict the reactants needed to synthesize it. The reactants are: [N:1]1[CH:6]=[CH:5][C:4]([CH2:7][CH2:8][CH2:9][OH:10])=[CH:3][CH:2]=1.C(N(CC)CC)C.[S:18](Cl)([CH3:21])(=[O:20])=[O:19]. (5) Given the product [Cl:9][C:26]1([C:35]2[C:36]([O:41][CH2:42][CH3:43])=[N:37][CH:38]=[CH:39][CH:40]=2)[C:27]2[C:32](=[CH:31][CH:30]=[C:29]([I:33])[CH:28]=2)[N:24]([S:21]([C:14]2[CH:15]=[CH:16][C:17]([O:19][CH3:20])=[CH:18][C:13]=2[O:12][CH3:11])(=[O:23])=[O:22])[C:25]1=[O:44], predict the reactants needed to synthesize it. The reactants are: N1C=CC=CC=1.S(Cl)([Cl:9])=O.[CH3:11][O:12][C:13]1[CH:18]=[C:17]([O:19][CH3:20])[CH:16]=[CH:15][C:14]=1[S:21]([N:24]1[C:32]2[C:27](=[CH:28][C:29]([I:33])=[CH:30][CH:31]=2)[C:26]([C:35]2[C:36]([O:41][CH2:42][CH3:43])=[N:37][CH:38]=[CH:39][CH:40]=2)(O)[C:25]1=[O:44])(=[O:23])=[O:22]. (6) Given the product [CH3:33][O:34][CH2:35][C:36]([NH:1][C@H:2]1[CH2:7][CH2:6][C@H:5]([NH:8][C:9]([C:11]2[C:15]3[N:16]=[CH:17][N:18]=[C:19]([C:20]4[CH:25]=[CH:24][C:23]([O:26][CH3:27])=[CH:22][C:21]=4[O:28][CH2:29][CH:30]4[CH2:31][CH2:32]4)[C:14]=3[NH:13][CH:12]=2)=[O:10])[CH2:4][CH2:3]1)=[O:37], predict the reactants needed to synthesize it. The reactants are: [NH2:1][C@H:2]1[CH2:7][CH2:6][C@H:5]([NH:8][C:9]([C:11]2[C:15]3[N:16]=[CH:17][N:18]=[C:19]([C:20]4[CH:25]=[CH:24][C:23]([O:26][CH3:27])=[CH:22][C:21]=4[O:28][CH2:29][CH:30]4[CH2:32][CH2:31]4)[C:14]=3[NH:13][CH:12]=2)=[O:10])[CH2:4][CH2:3]1.[CH3:33][O:34][CH2:35][C:36](Cl)=[O:37]. (7) Given the product [CH3:12][O:13][C:14]1[C:15]([N+:22]([O-:24])=[O:23])=[C:16]([CH:19]=[CH:20][CH:21]=1)[CH:17]=[C:2]([C:3]([O:5][CH2:6][CH3:7])=[O:4])[C:1]([O:9][CH2:10][CH3:11])=[O:8], predict the reactants needed to synthesize it. The reactants are: [C:1]([O:9][CH2:10][CH3:11])(=[O:8])[CH2:2][C:3]([O:5][CH2:6][CH3:7])=[O:4].[CH3:12][O:13][C:14]1[C:15]([N+:22]([O-:24])=[O:23])=[C:16]([CH:19]=[CH:20][CH:21]=1)[CH:17]=O.N1CCCCC1.